From a dataset of Catalyst prediction with 721,799 reactions and 888 catalyst types from USPTO. Predict which catalyst facilitates the given reaction. Reactant: C[O+](C)C.F[B-](F)(F)F.[CH3:10][CH2:11][C@@H:12]1[NH:55][C:53](=[O:54])[C@H:52]([C@H:56]([OH:63])[C@@H:57]([CH2:59]/[CH:60]=[CH:61]/[CH3:62])[CH3:58])[N:51]([CH3:64])[C:49](=[O:50])[C@H:48]([CH:65]([CH3:67])[CH3:66])[N:47]([CH3:68])[C:45](=[O:46])[C@H:44]([CH2:69][CH:70]([CH3:72])[CH3:71])[N:43]([CH3:73])[C:41](=[O:42])[C@H:40]([CH2:74][CH:75]([CH3:77])[CH3:76])[N:39]([CH3:78])[C:37](=[O:38])[C@@H:36]([CH3:79])[NH:35][C:33](=[O:34])[C@H:32]([CH3:80])[NH:31][C:29](=[O:30])[C@H:28]([CH2:81][CH:82]([CH3:84])[CH3:83])[N:27]([CH3:85])[C:25](=[O:26])[C@H:24]([CH:86]([CH3:88])[CH3:87])[NH:23][C:21](=[O:22])[C@H:20]([CH2:89][CH:90]([CH3:92])[CH3:91])[N:19]([CH3:93])[C:17](=[O:18])[CH2:16][N:15]([CH3:94])[C:13]1=[O:14].C([O-])(=O)C.C[O-].[Na+].S(=O)(=O)(O)O.C(=O)(O)[O-].[K+]. Product: [CH3:10][CH2:11][C@@H:12]1[NH:55][C:53](=[O:54])[C@H:52]([C@H:56]([OH:63])[C@@H:57]([CH2:59]/[CH:60]=[CH:61]/[CH3:62])[CH3:58])[N:51]([CH3:64])[C:49](=[O:50])[C@H:48]([CH:65]([CH3:66])[CH3:67])[N:47]([CH3:68])[C:45](=[O:46])[C@H:44]([CH2:69][CH:70]([CH3:71])[CH3:72])[N:43]([CH3:73])[C:41](=[O:42])[C@H:40]([CH2:74][CH:75]([CH3:77])[CH3:76])[N:39]([CH3:78])[C:37](=[O:38])[C@@H:36]([CH3:79])[NH:35][C:33](=[O:34])[C@H:32]([CH3:80])[NH:31][C:29](=[O:30])[C@H:28]([CH2:81][CH:82]([CH3:84])[CH3:83])[N:27]([CH3:85])[C:25](=[O:26])[C@H:24]([CH:86]([CH3:88])[CH3:87])[NH:23][C:21](=[O:22])[C@H:20]([CH2:89][CH:90]([CH3:92])[CH3:91])[N:19]([CH3:93])[C:17](=[O:18])[CH2:16][N:15]([CH3:94])[C:13]1=[O:14]. The catalyst class is: 98.